Dataset: Forward reaction prediction with 1.9M reactions from USPTO patents (1976-2016). Task: Predict the product of the given reaction. The product is: [NH2:11][C:7]1[C:6]2[N:5]([C:4]([CH:12]([CH3:14])[CH3:13])=[N:3][C:2]=2[C:23]2[C:32]3[C:27](=[CH:28][CH:29]=[CH:30][CH:31]=3)[C:26]([NH:33][C:34]([NH:36][C:37]3[CH:42]=[CH:41][CH:40]=[C:39]([C:43]([F:44])([F:45])[F:46])[CH:38]=3)=[O:35])=[CH:25][CH:24]=2)[CH:10]=[CH:9][N:8]=1. Given the reactants I[C:2]1[N:3]=[C:4]([CH:12]([CH3:14])[CH3:13])[N:5]2[CH:10]=[CH:9][N:8]=[C:7]([NH2:11])[C:6]=12.CC1(C)C(C)(C)OB([C:23]2[C:32]3[C:27](=[CH:28][CH:29]=[CH:30][CH:31]=3)[C:26]([NH:33][C:34]([NH:36][C:37]3[CH:42]=[CH:41][CH:40]=[C:39]([C:43]([F:46])([F:45])[F:44])[CH:38]=3)=[O:35])=[CH:25][CH:24]=2)O1.C(=O)([O-])[O-].[Na+].[Na+].C(Cl)Cl, predict the reaction product.